Dataset: Catalyst prediction with 721,799 reactions and 888 catalyst types from USPTO. Task: Predict which catalyst facilitates the given reaction. (1) Reactant: Cl[CH2:2][CH2:3][CH2:4][C:5]1[N:9]([CH2:10][C:11]2[C:16]([C:17]3[CH:22]=[CH:21][CH:20]=[CH:19][CH:18]=3)=[CH:15][C:14]([C:23]#[N:24])=[CH:13][CH:12]=2)[CH:8]=[N:7][CH:6]=1.CC([O-])(C)C.[K+].C1COCC1. Product: [CH:6]1[N:7]=[CH:8][N:9]2[CH:10]([C:11]3[C:16]([C:17]4[CH:22]=[CH:21][CH:20]=[CH:19][CH:18]=4)=[CH:15][C:14]([C:23]#[N:24])=[CH:13][CH:12]=3)[CH2:2][CH2:3][CH2:4][C:5]=12. The catalyst class is: 1. (2) Reactant: CO[C:3]([C:5]1[N:6]=[C:7]([C:23]#[N:24])[C:8]2[C:13]([C:14]=1[OH:15])=[CH:12][CH:11]=[C:10]([O:16][C:17]1[CH:22]=[CH:21][CH:20]=[CH:19][CH:18]=1)[CH:9]=2)=[O:4].[NH2:25][CH:26]([C:31]1[CH:36]=[CH:35][CH:34]=[C:33]([Cl:37])[CH:32]=1)[CH2:27][C:28]([OH:30])=[O:29].C[O-].[Na+].Cl. Product: [Cl:37][C:33]1[CH:32]=[C:31]([CH:26]([NH:25][C:3]([C:5]2[N:6]=[C:7]([C:23]#[N:24])[C:8]3[C:13]([C:14]=2[OH:15])=[CH:12][CH:11]=[C:10]([O:16][C:17]2[CH:22]=[CH:21][CH:20]=[CH:19][CH:18]=2)[CH:9]=3)=[O:4])[CH2:27][C:28]([OH:30])=[O:29])[CH:36]=[CH:35][CH:34]=1. The catalyst class is: 395. (3) Reactant: [CH2:1]([O:8][C:9](=[O:17])[C@H:10]([CH2:12][CH2:13][C:14]([OH:16])=[O:15])[NH2:11])[C:2]1[CH:7]=[CH:6][CH:5]=[CH:4][CH:3]=1.C([O:20][C:21](=O)[C:22]([F:25])([F:24])[F:23])C. Product: [CH2:1]([O:8][C:9](=[O:17])[C@H:10]([CH2:12][CH2:13][C:14]([OH:16])=[O:15])[NH:11][C:21](=[O:20])[C:22]([F:25])([F:24])[F:23])[C:2]1[CH:3]=[CH:4][CH:5]=[CH:6][CH:7]=1. The catalyst class is: 8. (4) Reactant: [F:1][C:2]1[CH:7]=[CH:6][C:5]([CH:8]2[CH2:13][CH2:12][CH2:11][C:10](=O)[CH2:9]2)=[CH:4][CH:3]=1.[H-].[Na+].[C:17](=[O:22])(OC)OC.C(=O)(O)O.[NH2:27][C:28]([NH2:30])=[NH:29]. Product: [NH2:30][C:28]1[N:29]=[C:17]([OH:22])[C:11]2[CH2:12][CH2:13][CH:8]([C:5]3[CH:6]=[CH:7][C:2]([F:1])=[CH:3][CH:4]=3)[CH2:9][C:10]=2[N:27]=1. The catalyst class is: 242.